Dataset: Catalyst prediction with 721,799 reactions and 888 catalyst types from USPTO. Task: Predict which catalyst facilitates the given reaction. (1) Reactant: [Br:1][C:2]1[CH:7]=[CH:6][C:5]([C:8]2[CH:13]=[CH:12][C:11]([Cl:14])=[CH:10][CH:9]=2)=[CH:4][C:3]=1[CH:15]=[C:16]1[C:20]([CH3:22])([CH3:21])[O:19][C:18]([CH3:24])([CH3:23])[C:17]1=[O:25].[OH:26]O.[OH-].[Li+]. Product: [Br:1][C:2]1[CH:7]=[CH:6][C:5]([C:8]2[CH:9]=[CH:10][C:11]([Cl:14])=[CH:12][CH:13]=2)=[CH:4][C:3]=1[CH:15]1[C:16]2([C:17](=[O:25])[C:18]([CH3:24])([CH3:23])[O:19][C:20]2([CH3:21])[CH3:22])[O:26]1. The catalyst class is: 5. (2) Reactant: [C:1]([O:5][C:6]([N:8]1[C@H:13]([C:14](=[O:25])[NH:15][CH2:16][C:17]2[CH:22]=[CH:21][CH:20]=[C:19]([Cl:23])[C:18]=2[F:24])[CH2:12][C@:11]2([CH2:26][OH:27])[C@H:9]1[CH2:10]2)=[O:7])([CH3:4])([CH3:3])[CH3:2].CCN(CC)CC.[CH3:35][S:36](Cl)(=[O:38])=[O:37].C([O-])(O)=O.[Na+]. Product: [C:1]([O:5][C:6]([N:8]1[C@H:13]([C:14](=[O:25])[NH:15][CH2:16][C:17]2[CH:22]=[CH:21][CH:20]=[C:19]([Cl:23])[C:18]=2[F:24])[CH2:12][C@:11]2([CH2:26][O:27][S:36]([CH3:35])(=[O:38])=[O:37])[C@H:9]1[CH2:10]2)=[O:7])([CH3:4])([CH3:3])[CH3:2]. The catalyst class is: 2.